This data is from Retrosynthesis with 50K atom-mapped reactions and 10 reaction types from USPTO. The task is: Predict the reactants needed to synthesize the given product. Given the product CN1C=CC(CS(C)(=O)=O)=c2ccc3c4c([nH]c(=O)c-4c21)=CCN3C1CCN(C(=O)OC(C)(C)C)CC1, predict the reactants needed to synthesize it. The reactants are: CC(C)(C)OC(=O)N1CCC(=O)CC1.CN1C=CC(CS(C)(=O)=O)=c2ccc3c4c([nH]c(=O)c-4c21)=CCN3.